From a dataset of Full USPTO retrosynthesis dataset with 1.9M reactions from patents (1976-2016). Predict the reactants needed to synthesize the given product. (1) Given the product [Cl:16][CH2:17][CH2:18][CH2:19][N:5]1[CH2:1][CH:2]2[CH2:9][CH2:8][O:7][CH2:6][CH:3]2[CH2:4]1, predict the reactants needed to synthesize it. The reactants are: [CH2:1]1[NH:5][CH2:4][CH:3]2[CH2:6][O:7][CH2:8][CH2:9][CH:2]12.C([O-])([O-])=O.[K+].[K+].[Cl:16][CH2:17][CH2:18][CH2:19]Br. (2) Given the product [F:34][C:13]([F:12])([F:33])[C:14]1[CH:19]=[C:18]([C:20]2[CH:25]=[CH:24][C:23]([C:26]([F:27])([F:28])[F:29])=[CH:22][CH:21]=2)[N:17]=[C:16]([C:30]2[O:9][N:8]=[C:6]([C:5]3[CH:10]=[CH:11][C:2]([NH2:1])=[N:3][CH:4]=3)[N:7]=2)[CH:15]=1, predict the reactants needed to synthesize it. The reactants are: [NH2:1][C:2]1[CH:11]=[CH:10][C:5]([C:6]([NH:8][OH:9])=[NH:7])=[CH:4][N:3]=1.[F:12][C:13]([F:34])([F:33])[C:14]1[CH:19]=[C:18]([C:20]2[CH:25]=[CH:24][C:23]([C:26]([F:29])([F:28])[F:27])=[CH:22][CH:21]=2)[N:17]=[C:16]([C:30](O)=O)[CH:15]=1. (3) Given the product [CH2:1]([N:5]1[C:9]([Cl:10])=[C:8]([Cl:11])[N:7]=[C:6]1[C:12]1[C:13]([CH3:22])=[C:14]([NH2:19])[CH:15]=[CH:16][C:17]=1[CH3:18])[CH2:2][CH2:3][CH3:4], predict the reactants needed to synthesize it. The reactants are: [CH2:1]([N:5]1[C:9]([Cl:10])=[C:8]([Cl:11])[N:7]=[C:6]1[C:12]1[C:17]([CH3:18])=[CH:16][CH:15]=[C:14]([N+:19]([O-])=O)[C:13]=1[CH3:22])[CH2:2][CH2:3][CH3:4].[Sn](Cl)Cl.[OH-].[Na+].